Dataset: Full USPTO retrosynthesis dataset with 1.9M reactions from patents (1976-2016). Task: Predict the reactants needed to synthesize the given product. Given the product [CH3:14][N:15]([CH3:16])[C:2]1[C:11]2[C:6](=[CH:7][CH:8]=[C:9]([CH:12]=[O:13])[CH:10]=2)[N:5]=[CH:4][N:3]=1, predict the reactants needed to synthesize it. The reactants are: Cl[C:2]1[C:11]2[C:6](=[CH:7][CH:8]=[C:9]([CH:12]=[O:13])[CH:10]=2)[N:5]=[CH:4][N:3]=1.[CH3:14][NH:15][CH3:16].